Predict the reactants needed to synthesize the given product. From a dataset of Retrosynthesis with 50K atom-mapped reactions and 10 reaction types from USPTO. (1) The reactants are: COC(=O)C[C@@H]1COc2cc(O)ccc21.O[C@H]1CCc2cc(Cl)ccc21. Given the product COC(=O)C[C@@H]1COc2cc(O[C@@H]3CCc4cc(Cl)ccc43)ccc21, predict the reactants needed to synthesize it. (2) Given the product C[C@@](CCn1ccc(-c2ccccc2)cc1=O)(C(=O)NO)S(C)(=O)=O, predict the reactants needed to synthesize it. The reactants are: C[C@@](CCn1ccc(-c2ccccc2)cc1=O)(C(=O)NOC1CCCCO1)S(C)(=O)=O. (3) Given the product COC(=O)C1CCN(C2CCCCC2)C1=O, predict the reactants needed to synthesize it. The reactants are: CO.O=C(O)C1CCN(C2CCCCC2)C1=O. (4) Given the product OCc1ccc(/C=C/c2ccc(OC(F)(F)F)cc2)cc1, predict the reactants needed to synthesize it. The reactants are: COC(=O)c1ccc(/C=C/c2ccc(OC(F)(F)F)cc2)cc1. (5) Given the product COc1nc2cc(C)c(C)cc2nc1N, predict the reactants needed to synthesize it. The reactants are: C[O-].Cc1cc2nc(N)c(Cl)nc2cc1C.